From a dataset of Forward reaction prediction with 1.9M reactions from USPTO patents (1976-2016). Predict the product of the given reaction. (1) Given the reactants [CH:1](=O)[C:2]1[CH:7]=[CH:6][C:5]([O:8][CH3:9])=[CH:4][CH:3]=1.[CH3:11][C@H:12]([NH2:19])[C:13]1[CH:18]=[CH:17][CH:16]=[CH:15][CH:14]=1.O, predict the reaction product. The product is: [CH3:9][O:8][C:5]1[CH:6]=[CH:7][C:2]([CH:1]=[N:19][C@H:12]([C:13]2[CH:18]=[CH:17][CH:16]=[CH:15][CH:14]=2)[CH3:11])=[CH:3][CH:4]=1. (2) Given the reactants [CH3:1][O:2][C:3](=[O:13])[C:4]1[CH:9]=[CH:8][C:7]([C:10]#[N:11])=[C:6](N)[CH:5]=1.N([O-])=O.[Na+].[BrH:18], predict the reaction product. The product is: [CH3:1][O:2][C:3](=[O:13])[C:4]1[CH:9]=[CH:8][C:7]([C:10]#[N:11])=[C:6]([Br:18])[CH:5]=1.